This data is from Catalyst prediction with 721,799 reactions and 888 catalyst types from USPTO. The task is: Predict which catalyst facilitates the given reaction. (1) Reactant: [NH:1]1[CH2:6][CH2:5][CH2:4][CH2:3][C:2]1=[O:7].[H-].[Na+].Cl[CH2:11][CH2:12][CH2:13][CH2:14][CH2:15][O:16][C:17]1[CH:22]=[CH:21][CH:20]=[CH:19][C:18]=1/[CH:23]=[CH:24]/[CH:25]([CH2:38][C:39]1[CH:44]=[CH:43][C:42]([C:45]([O:47]C)=[O:46])=[CH:41][CH:40]=1)[CH2:26][CH2:27][C:28]1[CH:37]=[CH:36][C:31]([C:32]([O:34]C)=[O:33])=[CH:30][CH:29]=1.[Cl-].[NH4+]. Product: [C:45]([C:42]1[CH:41]=[CH:40][C:39]([CH2:38][CH:25](/[CH:24]=[CH:23]/[C:18]2[CH:19]=[CH:20][CH:21]=[CH:22][C:17]=2[O:16][CH2:15][CH2:14][CH2:13][CH2:12][CH2:11][N:1]2[CH2:6][CH2:5][CH2:4][CH2:3][C:2]2=[O:7])[CH2:26][CH2:27][C:28]2[CH:37]=[CH:36][C:31]([C:32]([OH:34])=[O:33])=[CH:30][CH:29]=2)=[CH:44][CH:43]=1)([OH:47])=[O:46]. The catalyst class is: 3. (2) Reactant: [CH2:1]([N:8]1[CH2:32][C@:31]2([C:33](=[O:36])CO)[C@@H:10]([CH2:11][C@H:12]3[C@H:25]4[C@@:16]([F:29])([C@:17]5([CH3:28])[C:22]([C@@H:23]([F:26])[CH2:24]4)=[CH:21][C:20](=[O:27])[CH:19]=[CH:18]5)[C@@H:15]([OH:30])[CH2:14][C@@:13]32[CH3:37])[CH2:9]1)[C:2]1[CH:7]=[CH:6][CH:5]=[CH:4][CH:3]=1.[OH-:38].[Na+]. Product: [CH2:1]([N:8]1[CH2:32][C@:31]2([C:33]([OH:36])=[O:38])[C@@H:10]([CH2:11][C@H:12]3[CH:25]4[C@@:16]([F:29])([C@:17]5([CH3:28])[C:22]([C@@H:23]([F:26])[CH2:24]4)=[CH:21][C:20](=[O:27])[CH:19]=[CH:18]5)[C@@H:15]([OH:30])[CH2:14][C@@:13]32[CH3:37])[CH2:9]1)[C:2]1[CH:3]=[CH:4][CH:5]=[CH:6][CH:7]=1. The catalyst class is: 20. (3) Reactant: [NH2:1][C:2]1[CH:7]=[CH:6][C:5]([C:8]([N:10]2[CH2:15][CH2:14][N:13]([CH2:16][C:17]3[CH:22]=[CH:21][CH:20]=[C:19]([C:23]([OH:32])([C:28]([F:31])([F:30])[F:29])[C:24]([F:27])([F:26])[F:25])[CH:18]=3)[CH2:12][CH2:11]2)=[O:9])=[CH:4][CH:3]=1.[C:33](Cl)(=O)[O:34]C1C=CC([N+]([O-])=O)=CC=1.[CH:46]([NH2:49])([CH3:48])[CH3:47]. Product: [F:29][C:28]([F:31])([F:30])[C:23]([C:19]1[CH:18]=[C:17]([CH:22]=[CH:21][CH:20]=1)[CH2:16][N:13]1[CH2:14][CH2:15][N:10]([C:8]([C:5]2[CH:6]=[CH:7][C:2]([NH:1][C:33]([NH:49][CH:46]([CH3:48])[CH3:47])=[O:34])=[CH:3][CH:4]=2)=[O:9])[CH2:11][CH2:12]1)([OH:32])[C:24]([F:25])([F:26])[F:27]. The catalyst class is: 10. (4) Reactant: C[O:2][C:3]1[CH:12]=[CH:11][C:10]2[N:9]=[C:8]([C:13]3[CH:18]=[CH:17][CH:16]=[CH:15][CH:14]=3)[C:7]([C:19]3[CH:24]=[CH:23][CH:22]=[CH:21][CH:20]=3)=[N:6][C:5]=2[C:4]=1[C:25]([O:27]C)=[O:26].B(Br)(Br)Br. The catalyst class is: 4. Product: [OH:2][C:3]1[CH:12]=[CH:11][C:10]2[N:9]=[C:8]([C:13]3[CH:18]=[CH:17][CH:16]=[CH:15][CH:14]=3)[C:7]([C:19]3[CH:20]=[CH:21][CH:22]=[CH:23][CH:24]=3)=[N:6][C:5]=2[C:4]=1[C:25]([OH:27])=[O:26]. (5) Reactant: [NH:1]1[CH2:8][CH2:7][CH2:6][C@H:2]1[C:3]([OH:5])=O.P(Cl)(Cl)(Cl)(Cl)[Cl:10].[NH2:15][C:16]1[C:20]2[CH:21]=[C:22]([Cl:25])[CH:23]=[CH:24][C:19]=2[O:18][C:17]=1[C:26]([NH2:28])=[O:27]. Product: [ClH:10].[NH2:28][C:26]([C:17]1[O:18][C:19]2[CH:24]=[CH:23][C:22]([Cl:25])=[CH:21][C:20]=2[C:16]=1[NH:15][C:3](=[O:5])[C@@H:2]1[CH2:6][CH2:7][CH2:8][NH:1]1)=[O:27]. The catalyst class is: 4.